From a dataset of Full USPTO retrosynthesis dataset with 1.9M reactions from patents (1976-2016). Predict the reactants needed to synthesize the given product. (1) Given the product [NH2:21][C:18]1[CH:19]=[CH:20][C:15]([N:12]2[CH:13]=[CH:14][C:9]([O:8][CH2:1][C:2]3[CH:3]=[CH:4][CH:5]=[CH:6][CH:7]=3)=[CH:10][C:11]2=[O:26])=[CH:16][C:17]=1[NH:24][CH3:25], predict the reactants needed to synthesize it. The reactants are: [CH2:1]([O:8][C:9]1[CH:14]=[CH:13][N:12]([C:15]2[CH:20]=[CH:19][C:18]([N+:21]([O-])=O)=[C:17]([NH:24][CH3:25])[CH:16]=2)[C:11](=[O:26])[CH:10]=1)[C:2]1[CH:7]=[CH:6][CH:5]=[CH:4][CH:3]=1. (2) Given the product [Cl:1][C:2]1[CH:7]=[CH:6][C:5]([CH:8]2[CH2:17][CH2:16][N:15]3[C:10](=[N:11][N:12]4[C:21]([CH:22]5[CH2:27][CH2:26][NH:25][CH2:24][CH2:23]5)=[N:20][CH:19]=[C:13]4[C:14]3=[O:18])[NH:9]2)=[CH:4][CH:3]=1, predict the reactants needed to synthesize it. The reactants are: [Cl:1][C:2]1[CH:7]=[CH:6][C:5]([CH:8]2[CH2:17][CH2:16][N:15]3[C:10](=[N:11][N:12]4[C:21]([CH:22]5[CH2:27][CH2:26][N:25](C(OC(C)(C)C)=O)[CH2:24][CH2:23]5)=[N:20][CH:19]=[C:13]4[C:14]3=[O:18])[NH:9]2)=[CH:4][CH:3]=1. (3) Given the product [CH3:18][N:19]1[CH:23]=[CH:22][C:21]([C:4]2[N:3]=[C:2]([NH2:1])[C:7]([N+:8]([O-:10])=[O:9])=[CH:6][CH:5]=2)=[N:20]1, predict the reactants needed to synthesize it. The reactants are: [NH2:1][C:2]1[C:7]([N+:8]([O-:10])=[O:9])=[CH:6][CH:5]=[C:4](Cl)[N:3]=1.C([O-])([O-])=O.[Na+].[Na+].[CH3:18][N:19]1[CH:23]=[CH:22][C:21](B2OC(C)(C)C(C)(C)O2)=[N:20]1. (4) Given the product [CH2:7]([O:6][C:4](=[O:5])[C:3]([C:1]#[N:2])=[C:15]([C:12]1[CH:13]=[CH:14][N:9]=[CH:10][CH:11]=1)[CH3:16])[CH3:8], predict the reactants needed to synthesize it. The reactants are: [C:1]([CH2:3][C:4]([O:6][CH2:7][CH3:8])=[O:5])#[N:2].[N:9]1[CH:14]=[CH:13][C:12]([CH2:15][C:16](C2C=CC=CC=2)=O)=[CH:11][CH:10]=1.C([O-])(=O)C.[NH4+].C(O)(=O)C.